This data is from Catalyst prediction with 721,799 reactions and 888 catalyst types from USPTO. The task is: Predict which catalyst facilitates the given reaction. (1) Reactant: Cl.[NH2:2][C:3]1[CH:4]=[C:5]([N:9]2[C:13]([CH3:14])=[C:12]([C:15]([N:17]3[CH2:22][CH2:21][CH:20]([N:23]4[CH2:27][CH2:26][CH2:25][CH2:24]4)[CH2:19][CH2:18]3)=[O:16])[C:11]([CH3:28])=[N:10]2)[CH:6]=[CH:7][CH:8]=1.C(N(CC)CC)C.[Cl:36][C:37]1[CH:38]=[C:39]([CH:43]=[CH:44][C:45]=1[Cl:46])[C:40](Cl)=[O:41]. Product: [Cl:36][C:37]1[CH:38]=[C:39]([CH:43]=[CH:44][C:45]=1[Cl:46])[C:40]([NH:2][C:3]1[CH:8]=[CH:7][CH:6]=[C:5]([N:9]2[C:13]([CH3:14])=[C:12]([C:15]([N:17]3[CH2:22][CH2:21][CH:20]([N:23]4[CH2:24][CH2:25][CH2:26][CH2:27]4)[CH2:19][CH2:18]3)=[O:16])[C:11]([CH3:28])=[N:10]2)[CH:4]=1)=[O:41]. The catalyst class is: 2. (2) Reactant: [N+:1]([C:4]1[CH:13]=[C:12]2[C:7]([CH2:8][CH2:9][CH2:10][C:11]2=O)=[CH:6][CH:5]=1)([O-:3])=[O:2].Cl.[O:16]([NH2:18])[CH3:17].C(=O)(O)[O-].[Na+]. Product: [CH3:17][O:16][N:18]=[C:11]1[C:12]2[C:7](=[CH:6][CH:5]=[C:4]([N+:1]([O-:3])=[O:2])[CH:13]=2)[CH2:8][CH2:9][CH2:10]1. The catalyst class is: 14.